From a dataset of Catalyst prediction with 721,799 reactions and 888 catalyst types from USPTO. Predict which catalyst facilitates the given reaction. Reactant: [CH3:1][C:2]1[N:7]=[N:6][C:5]([C:8]#[N:9])=[CH:4][CH:3]=1.[ClH:10]. Product: [ClH:10].[CH3:1][C:2]1[N:7]=[N:6][C:5]([CH2:8][NH2:9])=[CH:4][CH:3]=1. The catalyst class is: 19.